Task: Predict the reactants needed to synthesize the given product.. Dataset: Full USPTO retrosynthesis dataset with 1.9M reactions from patents (1976-2016) Given the product [Cl:1][C:2]1[N:3]=[CH:4][C:5]([C:6]2[C:8]3[C:9](=[CH:15][CH:16]=[CH:17][CH:18]=3)[C:10](=[O:11])[NH:23][N:22]=2)=[CH:19][CH:20]=1, predict the reactants needed to synthesize it. The reactants are: [Cl:1][C:2]1[CH:20]=[CH:19][C:5]([C:6]([C:8]2[CH:18]=[CH:17][CH:16]=[CH:15][C:9]=2[C:10](OCC)=[O:11])=O)=[CH:4][N:3]=1.O.[NH2:22][NH2:23].